This data is from Catalyst prediction with 721,799 reactions and 888 catalyst types from USPTO. The task is: Predict which catalyst facilitates the given reaction. (1) Reactant: [Cl:1][C:2]1[CH:8]=[CH:7][CH:6]=[C:5]([Cl:9])[C:3]=1[NH2:4].[H-].[Na+].Cl[C:13]1[C:22]2[C:17](=[C:18]([O:25][CH:26]3[CH2:30][CH2:29][CH2:28][CH2:27]3)[C:19]([O:23][CH3:24])=[CH:20][CH:21]=2)[N:16]=[CH:15][N:14]=1.C([O-])([O-])=O.[K+].[K+]. The catalyst class is: 3. Product: [CH:26]1([O:25][C:18]2[C:19]([O:23][CH3:24])=[CH:20][CH:21]=[C:22]3[C:17]=2[N:16]=[CH:15][N:14]=[C:13]3[NH:4][C:3]2[C:2]([Cl:1])=[CH:8][CH:7]=[CH:6][C:5]=2[Cl:9])[CH2:27][CH2:28][CH2:29][CH2:30]1. (2) Reactant: [Cl:1][C:2]1[C:3]2[CH:10]=[CH:9][NH:8][C:4]=2[N:5]=[N:6][CH:7]=1.C(N(CC)CC)C.[C:18]([O:24][CH2:25]Cl)(=[O:23])[C:19]([CH3:22])([CH3:21])[CH3:20]. Product: [C:18]([O:24][CH2:25][N:8]1[C:4]2[N:5]=[N:6][CH:7]=[C:2]([Cl:1])[C:3]=2[CH:10]=[CH:9]1)(=[O:23])[C:19]([CH3:22])([CH3:21])[CH3:20]. The catalyst class is: 2. (3) Reactant: C[C:2]1[CH:11]=[C:10]([CH2:12][NH2:13])[C:9]2[C:4](=[CH:5][CH:6]=[CH:7][CH:8]=2)[C:3]=1[C:14]([OH:16])=O.[CH3:17][OH:18].[NH:19]1[CH:23]=[CH:22][N:21]=[C:20]1[CH:24]=O.[C:26]([BH3-])#[N:27].[Na+]. Product: [CH3:17][O:18][C:14]([C:3]1[C:4]2[C:9](=[CH:8][CH:7]=[CH:6][CH:5]=2)[C:10]([CH2:12][N:13]([CH2:24][C:20]2[NH:19][CH:23]=[CH:26][N:27]=2)[CH2:24][C:20]2[NH:21][CH:22]=[CH:23][N:19]=2)=[CH:11][CH:2]=1)=[O:16]. The catalyst class is: 15.